From a dataset of Full USPTO retrosynthesis dataset with 1.9M reactions from patents (1976-2016). Predict the reactants needed to synthesize the given product. (1) Given the product [Cl:23][C:24]1[CH:30]=[CH:29][C:27]([NH:28][C:14](=[O:16])[C:4]2[CH:5]=[C:6]([CH:12]=[CH:13][C:3]=2[O:2][CH3:1])[C:7]([O:9][CH2:10][CH3:11])=[O:8])=[CH:26][CH:25]=1, predict the reactants needed to synthesize it. The reactants are: [CH3:1][O:2][C:3]1[CH:13]=[CH:12][C:6]([C:7]([O:9][CH2:10][CH3:11])=[O:8])=[CH:5][C:4]=1[C:14]([O-:16])=O.C(Cl)(=O)C(Cl)=O.[Cl:23][C:24]1[CH:30]=[CH:29][C:27]([NH2:28])=[CH:26][CH:25]=1.C(N(CC)C(C)C)(C)C. (2) Given the product [C:6]([O:10][C:11]([N:13]1[CH2:18][CH2:17][CH:16]([CH2:19][CH2:20][CH2:21][CH2:22][C:23]2[CH:28]=[CH:27][C:26]([NH:29][C:4]([NH:3][CH2:1][CH3:2])=[O:5])=[CH:25][CH:24]=2)[CH2:15][CH2:14]1)=[O:12])([CH3:9])([CH3:7])[CH3:8], predict the reactants needed to synthesize it. The reactants are: [CH2:1]([N:3]=[C:4]=[O:5])[CH3:2].[C:6]([O:10][C:11]([N:13]1[CH2:18][CH2:17][CH:16]([CH2:19][CH2:20][CH2:21][CH2:22][C:23]2[CH:28]=[CH:27][C:26]([NH2:29])=[CH:25][CH:24]=2)[CH2:15][CH2:14]1)=[O:12])([CH3:9])([CH3:8])[CH3:7]. (3) Given the product [Cl:30][C:29]1[C:20]([NH2:19])=[C:21]2[C:26](=[C:27]([C:31]3[O:13][C:11]([CH:8]4[CH:7]5[CH:9]4[CH2:10][N:5]([CH:1]4[CH2:2][CH2:3][CH2:4]4)[CH2:6]5)=[N:34][N:33]=3)[CH:28]=1)[O:25][CH2:24][CH2:23][CH2:22]2, predict the reactants needed to synthesize it. The reactants are: [CH:1]1([N:5]2[CH2:10][CH:9]3[CH:7]([CH:8]3[C:11]([OH:13])=O)[CH2:6]2)[CH2:4][CH2:3][CH2:2]1.P(Cl)(Cl)(Cl)=O.[NH2:19][C:20]1[C:29]([Cl:30])=[CH:28][C:27]([C:31]([NH:33][NH2:34])=O)=[C:26]2[C:21]=1[CH2:22][CH2:23][CH2:24][O:25]2. (4) Given the product [F:15][C:11]1[CH:10]=[C:9]([CH:14]=[CH:13][CH:12]=1)[CH2:8][C:7]1[C:6]([N:16]2[CH2:17][CH2:18][CH2:19][CH2:20]2)=[N:5][CH:4]=[N:3][CH:2]=1, predict the reactants needed to synthesize it. The reactants are: Cl[C:2]1[C:7]([CH2:8][C:9]2[CH:14]=[CH:13][CH:12]=[C:11]([F:15])[CH:10]=2)=[C:6]([N:16]2[CH2:20][CH2:19][CH2:18][CH2:17]2)[N:5]=[CH:4][N:3]=1.C(=O)([O-])[O-].[Na+].[Na+].[H][H]. (5) Given the product [CH3:4][S:5][C:6]1[N:11]=[C:10]([C@H:12]2[CH2:16][CH2:15][CH2:14][O:13]2)[C:9]([C:17]([OH:19])=[O:18])=[CH:8][N:7]=1, predict the reactants needed to synthesize it. The reactants are: O.[OH-].[Li+].[CH3:4][S:5][C:6]1[N:11]=[C:10]([C@H:12]2[CH2:16][CH2:15][CH2:14][O:13]2)[C:9]([C:17]([O:19]C)=[O:18])=[CH:8][N:7]=1. (6) Given the product [Cl:3][C:4]1[CH:5]=[C:6]([C:11](=[N:25][O:26][CH2:27][CH3:28])[CH:12]2[CH:17]3[CH:13]2[CH2:14][N:15]([C:18]([O:20][C:21]([CH3:23])([CH3:22])[CH3:24])=[O:19])[CH2:16]3)[CH:7]=[CH:8][C:9]=1[Cl:10], predict the reactants needed to synthesize it. The reactants are: [H-].[Na+].[Cl:3][C:4]1[CH:5]=[C:6]([C:11](=[N:25][OH:26])[CH:12]2[CH:17]3[CH:13]2[CH2:14][N:15]([C:18]([O:20][C:21]([CH3:24])([CH3:23])[CH3:22])=[O:19])[CH2:16]3)[CH:7]=[CH:8][C:9]=1[Cl:10].[CH2:27](I)[CH3:28]. (7) Given the product [CH3:24][C:21]([CH3:22])([CH3:23])[CH2:20][C@H:19]([NH:25][C:26]([C:28]1[CH:37]=[CH:36][C:35]2[C:30](=[CH:31][CH:32]=[CH:33][CH:34]=2)[N:29]=1)=[O:27])[C:18](=[O:38])[NH:17][C@H:13]1[CH2:14][CH2:15][CH2:16][N:10]([S:7]([C:2]2[CH:3]=[CH:4][CH:5]=[CH:6][N:1]=2)(=[O:9])=[O:8])[CH2:11][C:12]1=[O:47], predict the reactants needed to synthesize it. The reactants are: [N:1]1[CH:6]=[CH:5][CH:4]=[CH:3][C:2]=1[S:7]([N:10]1[CH2:16][CH2:15][CH2:14][CH:13]([NH:17][C:18](=[O:38])[C@@H:19]([NH:25][C:26]([C:28]2[CH:37]=[CH:36][C:35]3[C:30](=[CH:31][CH:32]=[CH:33][CH:34]=3)[N:29]=2)=[O:27])[CH2:20][C:21]([CH3:24])([CH3:23])[CH3:22])[C:12](=NNC(O)=O)[CH2:11]1)(=[O:9])=[O:8].FC(F)(F)C(O)=[O:47].C(=O)C.FC(F)(F)CO. (8) Given the product [F:1][C:2]1[CH:7]=[CH:6][C:5]([CH:8]([N:10]2[CH2:11][CH2:12][NH:13][CH2:14][CH2:15]2)[CH3:9])=[CH:4][CH:3]=1, predict the reactants needed to synthesize it. The reactants are: [F:1][C:2]1[CH:7]=[CH:6][C:5]([CH:8]([N:10]2[CH2:15][CH2:14][N:13](C(OC(C)(C)C)=O)[CH2:12][CH2:11]2)[CH3:9])=[CH:4][CH:3]=1.Cl. (9) Given the product [CH3:36][CH:2]1[NH:1][C:5]([NH:7][C:8]2[CH:13]=[CH:12][C:11]([C:14]3[N:15]=[C:16]([N:30]4[CH2:31][CH2:32][O:33][CH2:34][CH2:35]4)[C:17]4[CH2:23][CH2:22][N:21]([C:24]5[N:29]=[CH:28][CH:27]=[CH:26][N:25]=5)[CH2:20][C:18]=4[N:19]=3)=[CH:10][CH:9]=2)=[N:4][CH2:3]1, predict the reactants needed to synthesize it. The reactants are: [NH2:1][CH:2]([CH3:36])[CH2:3][NH:4][C:5]([NH:7][C:8]1[CH:13]=[CH:12][C:11]([C:14]2[N:15]=[C:16]([N:30]3[CH2:35][CH2:34][O:33][CH2:32][CH2:31]3)[C:17]3[CH2:23][CH2:22][N:21]([C:24]4[N:29]=[CH:28][CH:27]=[CH:26][N:25]=4)[CH2:20][C:18]=3[N:19]=2)=[CH:10][CH:9]=1)=S.C(O)C. (10) Given the product [C:6]([C:5]1[CH:8]=[CH:9][C:2]([NH:1][C:36](=[O:37])[C:35]2[CH:40]=[CH:41][C:32]([C@H:29]3[O:30][CH2:31][C@H:26]([S:25][C@H:23]([CH3:24])[C@:22]([C:16]4[CH:17]=[CH:18][C:19]([F:21])=[CH:20][C:15]=4[F:14])([OH:49])[CH2:43][N:44]4[CH:48]=[N:47][CH:46]=[N:45]4)[CH2:27][O:28]3)=[C:33]([F:42])[CH:34]=2)=[CH:3][CH:4]=1)#[N:7], predict the reactants needed to synthesize it. The reactants are: [NH2:1][C:2]1[CH:9]=[CH:8][C:5]([C:6]#[N:7])=[CH:4][CH:3]=1.C[Al](C)C.[F:14][C:15]1[CH:20]=[C:19]([F:21])[CH:18]=[CH:17][C:16]=1[C@@:22]([OH:49])([CH2:43][N:44]1[CH:48]=[N:47][CH:46]=[N:45]1)[C@H:23]([S:25][C@@H:26]1[CH2:31][O:30][C@@H:29]([C:32]2[CH:41]=[CH:40][C:35]([C:36](OC)=[O:37])=[CH:34][C:33]=2[F:42])[O:28][CH2:27]1)[CH3:24].